From a dataset of Forward reaction prediction with 1.9M reactions from USPTO patents (1976-2016). Predict the product of the given reaction. (1) Given the reactants [CH:1]1([C:4]#[C:5][C:6]2[C:7]3[O:14][C:13]([CH:15]=O)=[CH:12][C:8]=3[CH:9]=[N:10][CH:11]=2)[CH2:3][CH2:2]1.[S:17]1[CH2:23][C:21](=[O:22])[NH:20][C:18]1=[S:19].C([O-])(=O)C.[Na+], predict the reaction product. The product is: [CH:1]1([C:4]#[C:5][C:6]2[C:7]3[O:14][C:13](/[CH:15]=[C:23]4/[C:21](=[O:22])[NH:20][C:18](=[S:19])[S:17]/4)=[CH:12][C:8]=3[CH:9]=[N:10][CH:11]=2)[CH2:2][CH2:3]1. (2) Given the reactants [CH2:1]1[C:10]2[C:5](=CC=C[CH:9]=2)[CH:4]=[CH:3][CH2:2]1.F[C:12](F)(F)[C:13](=[O:15])[CH3:14].OO.C(#[N:22])C, predict the reaction product. The product is: [NH4+:22].[OH-:15].[NH2:22][C@@H:12]1[C:5]2[C:10](=[CH:1][CH:2]=[CH:3][CH:4]=2)[CH2:9][CH2:14][C@H:13]1[OH:15]. (3) Given the reactants [Br:1][CH:2](C)[CH:3]=C.[CH2:6]([O:8][CH:9]([O:17][CH2:18][CH3:19])[CH2:10][CH2:11][O:12][CH2:13][C:14]([CH3:16])=[CH2:15])[CH3:7], predict the reaction product. The product is: [Br:1][CH2:2][CH2:3]/[CH:15]=[C:14](\[CH3:16])/[CH2:13][O:12][CH2:11][CH2:10][CH:9]([O:8][CH2:6][CH3:7])[O:17][CH2:18][CH3:19]. (4) Given the reactants [NH2:1][C@H]1CC[C@H](O)CC1.[Cl:9][C:10]1C=C[C:13]([C:16]#[N:17])=[CH:12][N:11]=1.[CH3:18][N:19]([CH:21]=[O:22])C, predict the reaction product. The product is: [CH:12]1[N:11]=[C:10]([Cl:9])[N:17]=[C:16]2[C:21]([N:19]=[CH:18][NH:1][C:13]=12)=[O:22].